Dataset: Full USPTO retrosynthesis dataset with 1.9M reactions from patents (1976-2016). Task: Predict the reactants needed to synthesize the given product. (1) Given the product [C:10]([C:6]1[CH:5]=[C:4]([NH:1][C:2]([NH:28][NH:27][C:25]([C:21]2[CH:22]=[CH:23][CH:24]=[C:19]([O:18][C:17]3[CH:29]=[CH:30][CH:31]=[C:15]([C:14]([F:13])([F:33])[F:32])[CH:16]=3)[CH:20]=2)=[O:26])=[S:3])[CH:9]=[CH:8][CH:7]=1)(=[O:12])[CH3:11], predict the reactants needed to synthesize it. The reactants are: [N:1]([C:4]1[CH:5]=[C:6]([C:10](=[O:12])[CH3:11])[CH:7]=[CH:8][CH:9]=1)=[C:2]=[S:3].[F:13][C:14]([F:33])([F:32])[C:15]1[CH:16]=[C:17]([CH:29]=[CH:30][CH:31]=1)[O:18][C:19]1[CH:24]=[CH:23][CH:22]=[C:21]([C:25]([NH:27][NH2:28])=[O:26])[CH:20]=1. (2) Given the product [CH2:1]([N:8]1[CH2:15][CH:14]2[O:16][CH:10]([CH2:11][N:12]([CH2:31][CH2:30][N:26]([CH2:25][CH2:24][O:23][C:22]3[CH:21]=[CH:20][C:19]([C:17]#[N:18])=[CH:44][CH:43]=3)[C:27]([NH2:29])=[O:28])[CH2:13]2)[CH2:9]1)[C:2]1[CH:3]=[CH:4][CH:5]=[CH:6][CH:7]=1, predict the reactants needed to synthesize it. The reactants are: [CH2:1]([N:8]1[CH2:15][CH:14]2[O:16][CH:10]([CH2:11][NH:12][CH2:13]2)[CH2:9]1)[C:2]1[CH:7]=[CH:6][CH:5]=[CH:4][CH:3]=1.[C:17]([C:19]1[CH:44]=[CH:43][C:22]([O:23][CH2:24][CH2:25][N:26]([CH2:30][CH2:31]OS(C2C=CC(C)=CC=2)(=O)=O)[C:27]([NH2:29])=[O:28])=[CH:21][CH:20]=1)#[N:18].C(Cl)Cl. (3) Given the product [C:6]12([CH3:10])[C:2]([CH3:11])([CH3:1])[CH:3]([CH2:4][CH2:5]1)[CH2:8][CH:7]2[O:9][CH:12]=[CH2:13], predict the reactants needed to synthesize it. The reactants are: [CH3:1][C:2]1([CH3:11])[C:6]2([CH3:10])[CH:7]([OH:9])[CH2:8][CH:3]1[CH2:4][CH2:5]2.[CH:12](OC(=O)CC)=[CH2:13]. (4) Given the product [CH2:14]([C:17]1[C:22]([O:23][CH3:24])=[CH:21][CH:20]=[CH:19][C:18]=1[C@H:25]([C:26]#[C:27][CH2:28][CH2:29][C@@H:30]([O:40][Si:41]([C:44]([CH3:47])([CH3:46])[CH3:45])([CH3:42])[CH3:43])[CH2:31][O:32][Si:33]([CH3:35])([CH3:34])[C:36]([CH3:37])([CH3:38])[CH3:39])[O:48][Si:10]([CH3:12])([CH3:11])[C:6]([CH3:9])([CH3:8])[CH3:7])[CH:15]=[CH2:16], predict the reactants needed to synthesize it. The reactants are: N1C=CN=C1.[C:6]([Si:10](Cl)([CH3:12])[CH3:11])([CH3:9])([CH3:8])[CH3:7].[CH2:14]([C:17]1[C:22]([O:23][CH3:24])=[CH:21][CH:20]=[CH:19][C:18]=1[C@@H:25]([OH:48])[C:26]#[C:27][CH2:28][CH2:29][C@@H:30]([O:40][Si:41]([C:44]([CH3:47])([CH3:46])[CH3:45])([CH3:43])[CH3:42])[CH2:31][O:32][Si:33]([C:36]([CH3:39])([CH3:38])[CH3:37])([CH3:35])[CH3:34])[CH:15]=[CH2:16]. (5) Given the product [Br:1][C:2]1[N:7]=[CH:6][C:5]2[CH:8]=[C:9]([C:11]3[O:15][CH:14]=[N:13][CH:12]=3)[N:10]([C:23]([O:25][C:26]([CH3:29])([CH3:28])[CH3:27])=[O:24])[C:4]=2[CH:3]=1, predict the reactants needed to synthesize it. The reactants are: [Br:1][C:2]1[N:7]=[CH:6][C:5]2[CH:8]=[C:9]([C:11]3[O:15][CH:14]=[N:13][CH:12]=3)[NH:10][C:4]=2[CH:3]=1.C(N(CC)CC)C.[C:23](O[C:23]([O:25][C:26]([CH3:29])([CH3:28])[CH3:27])=[O:24])([O:25][C:26]([CH3:29])([CH3:28])[CH3:27])=[O:24]. (6) Given the product [C:18]([O:17][C:15]([N:12]1[CH2:13][CH2:14][CH:9]([O:8][C:5]2[CH:6]=[N:7][C:2]([N:31]3[C:32]4[C:28](=[CH:27][C:26]([C:24](=[O:25])[N:23]([CH3:22])[CH3:35])=[CH:34][CH:33]=4)[CH2:29][CH2:30]3)=[CH:3][CH:4]=2)[CH2:10][CH2:11]1)=[O:16])([CH3:21])([CH3:20])[CH3:19], predict the reactants needed to synthesize it. The reactants are: Cl[C:2]1[N:7]=[CH:6][C:5]([O:8][CH:9]2[CH2:14][CH2:13][N:12]([C:15]([O:17][C:18]([CH3:21])([CH3:20])[CH3:19])=[O:16])[CH2:11][CH2:10]2)=[CH:4][CH:3]=1.[CH3:22][N:23]([CH3:35])[C:24]([C:26]1[CH:27]=[C:28]2[C:32](=[CH:33][CH:34]=1)[NH:31][CH2:30][CH2:29]2)=[O:25]. (7) The reactants are: [SH:1][C:2]1[S:3][C:4]2[CH2:14][CH2:13][C:12]3[C:7](=[CH:8][CH:9]=[CH:10][C:11]=3[O:15][CH2:16][C:17]([O:19]CC)=[O:18])[C:5]=2[N:6]=1.[F:22][C:23]1[CH:28]=[CH:27][C:26]([CH:29](Br)[C:30]2[CH:35]=[CH:34][C:33]([F:36])=[CH:32][CH:31]=2)=[CH:25][CH:24]=1. Given the product [F:22][C:23]1[CH:24]=[CH:25][C:26]([CH:29]([C:30]2[CH:35]=[CH:34][C:33]([F:36])=[CH:32][CH:31]=2)[S:1][C:2]2[S:3][C:4]3[CH2:14][CH2:13][C:12]4[C:7](=[CH:8][CH:9]=[CH:10][C:11]=4[O:15][CH2:16][C:17]([OH:19])=[O:18])[C:5]=3[N:6]=2)=[CH:27][CH:28]=1, predict the reactants needed to synthesize it.